From a dataset of HIV replication inhibition screening data with 41,000+ compounds from the AIDS Antiviral Screen. Binary Classification. Given a drug SMILES string, predict its activity (active/inactive) in a high-throughput screening assay against a specified biological target. (1) The molecule is Cl.O=C1C(=Cc2ccccc2)CN(C(=O)CCN2CCCC2)CC1=Cc1ccccc1. The result is 0 (inactive). (2) The drug is COC1OC(=O)c2ccccc21. The result is 0 (inactive). (3) The drug is Cc1ccc(S(=O)(=O)N2CCCN(S(=O)(=O)c3ccc(C)cc3)CCSCCCSCC2)cc1. The result is 0 (inactive). (4) The drug is COC(=O)c1cc(C)ccc1C=C1Cc2cccc(C)c2C1=O. The result is 0 (inactive). (5) The compound is O=C(CCC(=O)Nc1ccc(Cl)c(Cl)c1)CC(=O)c1ccc(F)cc1. The result is 0 (inactive). (6) The molecule is COC(=O)C(NC(=O)OC(C)(C)C)C1COC(C)(C)O1. The result is 0 (inactive). (7) The drug is N#CC(=Cc1cccc([N+](=O)[O-])c1)C(=O)c1ccccc1. The result is 0 (inactive). (8) The molecule is Cc1ccc(-n2c3nc(=O)n(C)c(=O)c-3nc3ccccc32)cc1. The result is 0 (inactive). (9) The compound is Nc1nc(O)c2c(n1)NC(c1ccccc1)=CC2c1ccc(Cl)cc1. The result is 0 (inactive).